From a dataset of Full USPTO retrosynthesis dataset with 1.9M reactions from patents (1976-2016). Predict the reactants needed to synthesize the given product. (1) The reactants are: [Br:1][C:2]1[CH:35]=[CH:34][C:5]([CH2:6][C:7]2[N:8]([C:20]3[CH:21]=[C:22]([N:26]4[S:30](=[O:32])(=[O:31])[NH:29][C:28](=[O:33])[CH2:27]4)[CH:23]=[CH:24][CH:25]=3)[CH:9]=[C:10]([C:12]3[CH:17]=[CH:16][C:15]([Cl:18])=[CH:14][C:13]=3[Cl:19])[N:11]=2)=[CH:4][CH:3]=1.[CH3:36][Si:37]([CH3:44])([CH3:43])[CH2:38][CH2:39][O:40][CH2:41]Cl. Given the product [Br:1][C:2]1[CH:3]=[CH:4][C:5]([CH2:6][C:7]2[N:8]([C:20]3[CH:21]=[C:22]([N:26]4[S:30](=[O:32])(=[O:31])[N:29]([CH2:41][O:40][CH2:39][CH2:38][Si:37]([CH3:44])([CH3:43])[CH3:36])[C:28](=[O:33])[CH2:27]4)[CH:23]=[CH:24][CH:25]=3)[CH:9]=[C:10]([C:12]3[CH:17]=[CH:16][C:15]([Cl:18])=[CH:14][C:13]=3[Cl:19])[N:11]=2)=[CH:34][CH:35]=1, predict the reactants needed to synthesize it. (2) Given the product [CH3:9][O:8][C:7]1[C:2]([C:16]2[CH:15]=[CH:14][N:13]=[C:12]([CH3:11])[CH:17]=2)=[CH:3][CH:4]=[C:5]([NH2:10])[N:6]=1, predict the reactants needed to synthesize it. The reactants are: Br[C:2]1[CH:3]=[CH:4][C:5]([NH2:10])=[N:6][C:7]=1[O:8][CH3:9].[CH3:11][C:12]1[CH:17]=[C:16]([Sn](CCCC)(CCCC)CCCC)[CH:15]=[CH:14][N:13]=1. (3) Given the product [I:12][C:13]1[C:21]2[C:16](=[CH:17][CH:18]=[CH:19][C:20]=2[N+:22]([O-:24])=[O:23])[N:15]([CH2:2][C:3]2[C:4]([O:10][CH3:11])=[N:5][C:6]([CH3:9])=[CH:7][CH:8]=2)[N:14]=1, predict the reactants needed to synthesize it. The reactants are: Br[CH2:2][C:3]1[C:4]([O:10][CH3:11])=[N:5][C:6]([CH3:9])=[CH:7][CH:8]=1.[I:12][C:13]1[C:21]2[C:16](=[CH:17][CH:18]=[CH:19][C:20]=2[N+:22]([O-:24])=[O:23])[NH:15][N:14]=1.C([O-])([O-])=O.[K+].[K+]. (4) Given the product [Cl:23][CH2:11][C:9]1[CH:8]=[CH:7][C:6]([C:13]2[CH:18]=[CH:17][CH:16]=[C:15]([O:19][CH3:20])[CH:14]=2)=[C:5]([C:2]([CH3:4])([CH3:3])[CH3:1])[CH:10]=1, predict the reactants needed to synthesize it. The reactants are: [CH3:1][C:2]([C:5]1[CH:10]=[C:9]([CH2:11]O)[CH:8]=[CH:7][C:6]=1[C:13]1[CH:18]=[CH:17][CH:16]=[C:15]([O:19][CH3:20])[CH:14]=1)([CH3:4])[CH3:3].S(Cl)([Cl:23])=O. (5) Given the product [F:11][C@H:10]1[C@@H:9]([F:12])[CH2:8][N:7]([C:13]([O:15][CH2:16][C:17]2[CH:18]=[CH:19][CH:20]=[CH:21][CH:22]=2)=[O:14])[C@@H:6]1[CH2:5][OH:4], predict the reactants needed to synthesize it. The reactants are: C([O:4][CH2:5][C@@H:6]1[C@@H:10]([F:11])[C@@H:9]([F:12])[CH2:8][N:7]1[C:13]([O:15][CH2:16][C:17]1[CH:22]=[CH:21][CH:20]=[CH:19][CH:18]=1)=[O:14])(=O)C.[OH-].[Na+].CCOC(C)=O.